From a dataset of Forward reaction prediction with 1.9M reactions from USPTO patents (1976-2016). Predict the product of the given reaction. Given the reactants [F:1][C:2]([F:18])([F:17])[CH2:3][NH:4][C:5]1[CH:12]=[CH:11][C:8]([C:9]#[N:10])=[C:7]([C:13]([F:16])([F:15])[F:14])[CH:6]=1.Br[CH2:20][C:21]([O:23][CH3:24])=[O:22], predict the reaction product. The product is: [C:9]([C:8]1[CH:11]=[CH:12][C:5]([N:4]([CH2:3][C:2]([F:17])([F:18])[F:1])[CH2:20][C:21]([O:23][CH3:24])=[O:22])=[CH:6][C:7]=1[C:13]([F:16])([F:14])[F:15])#[N:10].